From a dataset of Peptide-MHC class II binding affinity with 134,281 pairs from IEDB. Regression. Given a peptide amino acid sequence and an MHC pseudo amino acid sequence, predict their binding affinity value. This is MHC class II binding data. The peptide sequence is KIDAAFKVAATAAAT. The MHC is HLA-DPA10103-DPB10301 with pseudo-sequence HLA-DPA10103-DPB10301. The binding affinity (normalized) is 0.528.